From a dataset of Peptide-MHC class II binding affinity with 134,281 pairs from IEDB. Regression. Given a peptide amino acid sequence and an MHC pseudo amino acid sequence, predict their binding affinity value. This is MHC class II binding data. (1) The peptide sequence is NRASLMQLISTNVFG. The MHC is DRB1_0701 with pseudo-sequence DRB1_0701. The binding affinity (normalized) is 0.435. (2) The peptide sequence is YEAFVLHFSEALRII. The MHC is DRB1_1602 with pseudo-sequence DRB1_1602. The binding affinity (normalized) is 0.826. (3) The peptide sequence is SQDLELEWNLNGLQAY. The MHC is DRB1_1302 with pseudo-sequence DRB1_1302. The binding affinity (normalized) is 0.483. (4) The peptide sequence is YDKFLAHVSTVLTGK. The MHC is DRB1_0701 with pseudo-sequence DRB1_0701. The binding affinity (normalized) is 0.808. (5) The peptide sequence is EEFVVEFDLPGAK. The MHC is DRB1_0401 with pseudo-sequence DRB1_0401. The binding affinity (normalized) is 0.668. (6) The peptide sequence is SINYRTEIDKPCQ. The MHC is DRB1_0301 with pseudo-sequence DRB1_0301. The binding affinity (normalized) is 0. (7) The peptide sequence is EKKYFWATQFEPLAA. The MHC is HLA-DPA10201-DPB11401 with pseudo-sequence HLA-DPA10201-DPB11401. The binding affinity (normalized) is 0.761. (8) The peptide sequence is YTKFLANVSTVLTGK. The MHC is DRB1_1101 with pseudo-sequence DRB1_1101. The binding affinity (normalized) is 0.691. (9) The peptide sequence is GSMAKKGDEQKLRSA. The MHC is HLA-DPA10201-DPB10501 with pseudo-sequence HLA-DPA10201-DPB10501. The binding affinity (normalized) is 0. (10) The peptide sequence is VNKMLAVLDTNILWV. The MHC is DRB1_0401 with pseudo-sequence DRB1_0401. The binding affinity (normalized) is 0.586.